From a dataset of Full USPTO retrosynthesis dataset with 1.9M reactions from patents (1976-2016). Predict the reactants needed to synthesize the given product. (1) Given the product [OH:2][C:3]1[CH:4]=[CH:5][C:6]2[C:10]([N:11]([CH3:25])[C:12]3[CH:13]=[CH:14][C:15](/[CH:18]=[CH:19]/[C:20]([O:22][CH2:23][CH3:24])=[O:21])=[CH:16][CH:17]=3)=[C:9]([C:26]3[CH:27]=[CH:28][C:29]([OH:32])=[CH:30][CH:31]=3)[S:8][C:7]=2[CH:34]=1, predict the reactants needed to synthesize it. The reactants are: C[O:2][C:3]1[CH:4]=[CH:5][C:6]2[C:10]([N:11]([CH3:25])[C:12]3[CH:17]=[CH:16][C:15](/[CH:18]=[CH:19]/[C:20]([O:22][CH2:23][CH3:24])=[O:21])=[CH:14][CH:13]=3)=[C:9]([C:26]3[CH:31]=[CH:30][C:29]([O:32]C)=[CH:28][CH:27]=3)[S:8][C:7]=2[CH:34]=1.B(Br)(Br)Br. (2) The reactants are: [CH3:1][C:2]1[C:29]([CH3:30])=[CH:28][C:5]2[N:6]([C:9]([C:22]3[CH:27]=[CH:26][CH:25]=[CH:24][CH:23]=3)([C:16]3[CH:21]=[CH:20][CH:19]=[CH:18][CH:17]=3)[C:10]3[CH:15]=[CH:14][CH:13]=[CH:12][CH:11]=3)[CH:7]=[N:8][C:4]=2[CH:3]=1.[Li]CCCC.[Si:36]([O:43][C:44]1[C:45]([F:54])=[C:46]([CH:49]=[C:50]([CH2:52][CH3:53])[CH:51]=1)[CH:47]=[O:48])([C:39]([CH3:42])([CH3:41])[CH3:40])([CH3:38])[CH3:37]. Given the product [Si:36]([O:43][C:44]1[C:45]([F:54])=[C:46]([CH:47]([C:7]2[N:6]([C:9]([C:10]3[CH:15]=[CH:14][CH:13]=[CH:12][CH:11]=3)([C:22]3[CH:23]=[CH:24][CH:25]=[CH:26][CH:27]=3)[C:16]3[CH:21]=[CH:20][CH:19]=[CH:18][CH:17]=3)[C:5]3[CH:28]=[C:29]([CH3:30])[C:2]([CH3:1])=[CH:3][C:4]=3[N:8]=2)[OH:48])[CH:49]=[C:50]([CH2:52][CH3:53])[CH:51]=1)([C:39]([CH3:40])([CH3:42])[CH3:41])([CH3:38])[CH3:37], predict the reactants needed to synthesize it.